Task: Predict the reactants needed to synthesize the given product.. Dataset: Full USPTO retrosynthesis dataset with 1.9M reactions from patents (1976-2016) Given the product [CH3:12][O:11][C:7]1[CH:6]=[C:5]([CH2:13][CH:14]([OH:16])[CH3:15])[CH:4]=[C:3]([O:2][CH3:1])[C:8]=1[O:9][CH3:10], predict the reactants needed to synthesize it. The reactants are: [CH3:1][O:2][C:3]1[CH:4]=[C:5]([CH2:13][C:14](=[O:16])[CH3:15])[CH:6]=[C:7]([O:11][CH3:12])[C:8]=1[O:9][CH3:10].[BH4-].[Na+].